This data is from Merck oncology drug combination screen with 23,052 pairs across 39 cell lines. The task is: Regression. Given two drug SMILES strings and cell line genomic features, predict the synergy score measuring deviation from expected non-interaction effect. (1) Drug 1: Nc1ccn(C2OC(CO)C(O)C2(F)F)c(=O)n1. Drug 2: CC1(c2nc3c(C(N)=O)cccc3[nH]2)CCCN1. Cell line: SKMEL30. Synergy scores: synergy=-7.46. (2) Drug 1: CC1CC2C3CCC4=CC(=O)C=CC4(C)C3(F)C(O)CC2(C)C1(O)C(=O)CO. Drug 2: CNC(=O)c1cc(Oc2ccc(NC(=O)Nc3ccc(Cl)c(C(F)(F)F)c3)cc2)ccn1. Cell line: HT29. Synergy scores: synergy=4.30. (3) Drug 2: CCc1cnn2c(NCc3ccc[n+]([O-])c3)cc(N3CCCCC3CCO)nc12. Drug 1: CC1CC2C3CCC4=CC(=O)C=CC4(C)C3(F)C(O)CC2(C)C1(O)C(=O)CO. Cell line: DLD1. Synergy scores: synergy=3.47. (4) Drug 1: CC1(c2nc3c(C(N)=O)cccc3[nH]2)CCCN1. Drug 2: COC1CC2CCC(C)C(O)(O2)C(=O)C(=O)N2CCCCC2C(=O)OC(C(C)CC2CCC(OP(C)(C)=O)C(OC)C2)CC(=O)C(C)C=C(C)C(O)C(OC)C(=O)C(C)CC(C)C=CC=CC=C1C. Cell line: SW837. Synergy scores: synergy=-16.0.